Dataset: Full USPTO retrosynthesis dataset with 1.9M reactions from patents (1976-2016). Task: Predict the reactants needed to synthesize the given product. The reactants are: [C:1]([O:4][CH2:5][C:6]([NH:20]C(=O)OC(C)(C)C)([CH2:15][O:16][C:17](=[O:19])[CH3:18])[C:7](=[O:14])[C:8]1[CH:13]=[CH:12][CH:11]=[CH:10][CH:9]=1)(=[O:3])[CH3:2].[ClH:28].O1CCOCC1. Given the product [Cl-:28].[C:1]([O:4][CH2:5][C:6]([CH2:15][O:16][C:17](=[O:19])[CH3:18])([NH3+:20])[C:7](=[O:14])[C:8]1[CH:9]=[CH:10][CH:11]=[CH:12][CH:13]=1)(=[O:3])[CH3:2], predict the reactants needed to synthesize it.